From a dataset of NCI-60 drug combinations with 297,098 pairs across 59 cell lines. Regression. Given two drug SMILES strings and cell line genomic features, predict the synergy score measuring deviation from expected non-interaction effect. Drug 1: CC1=C(C=C(C=C1)NC2=NC=CC(=N2)N(C)C3=CC4=NN(C(=C4C=C3)C)C)S(=O)(=O)N.Cl. Drug 2: C1CC(=O)NC(=O)C1N2CC3=C(C2=O)C=CC=C3N. Cell line: OVCAR-4. Synergy scores: CSS=0.954, Synergy_ZIP=-1.31, Synergy_Bliss=-2.51, Synergy_Loewe=-2.26, Synergy_HSA=-2.39.